This data is from Full USPTO retrosynthesis dataset with 1.9M reactions from patents (1976-2016). The task is: Predict the reactants needed to synthesize the given product. Given the product [CH3:33][C:32]([CH3:31])([S@@:34]([NH:36][C@@H:37]([C:45]1[CH:46]=[CH:47][C:48]([C:49]([O:51][CH:52]([CH3:53])[CH3:54])=[O:50])=[CH:55][CH:56]=1)[CH2:38][CH2:39][CH2:40][CH2:41][CH:42]([CH3:44])[CH3:43])=[O:35])[CH3:57], predict the reactants needed to synthesize it. The reactants are: BrCCCCC(C)C.C([S@@](N=CC1C=CC(C(OC(C)C)=O)=CC=1)=O)(C)(C)C.[NH4+].[Cl-].[CH3:31][C:32]([CH3:57])([S@@:34]([NH:36][CH:37]([C:45]1[CH:56]=[CH:55][C:48]([C:49]([O:51][CH:52]([CH3:54])[CH3:53])=[O:50])=[CH:47][CH:46]=1)[CH2:38][CH2:39][CH2:40][CH2:41][CH:42]([CH3:44])[CH3:43])=[O:35])[CH3:33].